Dataset: Catalyst prediction with 721,799 reactions and 888 catalyst types from USPTO. Task: Predict which catalyst facilitates the given reaction. (1) Reactant: [NH2:1][C@H:2]([CH2:32][C:33]1[CH:38]=[CH:37][C:36]([Br:39])=[CH:35][CH:34]=1)[C:3]([N:5]1[CH2:10][CH2:9][CH:8]([N:11]2[N:20]=[C:19]([C:21]3[CH:26]=[CH:25][C:24]([O:27][CH3:28])=[C:23]([O:29][CH3:30])[CH:22]=3)[C@@H:18]3[C@@H:13]([CH2:14][CH2:15][CH2:16][CH2:17]3)[C:12]2=[O:31])[CH2:7][CH2:6]1)=[O:4].CCN(C(C)C)C(C)C.[CH:49]1([CH2:52][O:53][C:54]2[CH:62]=[CH:61][C:57]3[O:58][CH2:59][O:60][C:56]=3[C:55]=2[C:63]2[C:64]3[NH:71][CH:70]=[C:69]([C:72](O)=[O:73])[C:65]=3[N:66]=[CH:67][N:68]=2)[CH2:51][CH2:50]1.CCOC(C(C#N)=NOC(N1CCOCC1)=[N+](C)C)=O.F[P-](F)(F)(F)(F)F.C(=O)(O)[O-].[Na+]. Product: [Br:39][C:36]1[CH:35]=[CH:34][C:33]([CH2:32][C@@H:2]([NH:1][C:72]([C:69]2[C:65]3[N:66]=[CH:67][N:68]=[C:63]([C:55]4[C:56]5[O:60][CH2:59][O:58][C:57]=5[CH:61]=[CH:62][C:54]=4[O:53][CH2:52][CH:49]4[CH2:51][CH2:50]4)[C:64]=3[NH:71][CH:70]=2)=[O:73])[C:3]([N:5]2[CH2:6][CH2:7][CH:8]([N:11]3[N:20]=[C:19]([C:21]4[CH:26]=[CH:25][C:24]([O:27][CH3:28])=[C:23]([O:29][CH3:30])[CH:22]=4)[C@@H:18]4[C@@H:13]([CH2:14][CH2:15][CH2:16][CH2:17]4)[C:12]3=[O:31])[CH2:9][CH2:10]2)=[O:4])=[CH:38][CH:37]=1. The catalyst class is: 2. (2) Reactant: [C:1]([C:5]1[O:9][N:8]=[C:7]([NH:10][C:11]([NH:13][C:14]2[CH:19]=[CH:18][CH:17]=[C:16]([S:20][C:21]3[C:30]4[C:25](=[CH:26][C:27]5[O:34][CH2:33][CH2:32][O:31][C:28]=5[CH:29]=4)[N:24]=[CH:23][N:22]=3)[CH:15]=2)=[O:12])[CH:6]=1)([CH3:4])([CH3:3])[CH3:2].[ClH:35].CCOCC. Product: [ClH:35].[C:1]([C:5]1[O:9][N:8]=[C:7]([NH:10][C:11]([NH:13][C:14]2[CH:19]=[CH:18][CH:17]=[C:16]([S:20][C:21]3[C:30]4[C:25](=[CH:26][C:27]5[O:34][CH2:33][CH2:32][O:31][C:28]=5[CH:29]=4)[N:24]=[CH:23][N:22]=3)[CH:15]=2)=[O:12])[CH:6]=1)([CH3:4])([CH3:2])[CH3:3]. The catalyst class is: 61. (3) Reactant: NC(C1CCC(C2SC(C3C=CC(NC(NC4C=C(F)C(F)=CC=4F)=O)=CC=3)=CN=2)CC1)(C)C.ClCC([NH:39][C:40]([CH3:73])([CH3:72])[CH2:41][CH:42]1[CH2:47][CH2:46][CH:45]([C:48]2[S:49][C:50]([C:53]3[CH:58]=[CH:57][C:56]([NH:59][C:60]([NH:62][C:63]4[CH:68]=[C:67]([F:69])[C:66]([F:70])=[CH:65][C:64]=4[F:71])=[O:61])=[CH:55][CH:54]=3)=[CH:51][N:52]=2)[CH2:44][CH2:43]1)=O.NC(N)=S. Product: [NH2:39][C:40]([CH3:73])([CH3:72])[CH2:41][CH:42]1[CH2:47][CH2:46][CH:45]([C:48]2[S:49][C:50]([C:53]3[CH:58]=[CH:57][C:56]([NH:59][C:60]([NH:62][C:63]4[CH:68]=[C:67]([F:69])[C:66]([F:70])=[CH:65][C:64]=4[F:71])=[O:61])=[CH:55][CH:54]=3)=[CH:51][N:52]=2)[CH2:44][CH2:43]1. The catalyst class is: 15. (4) Reactant: [CH3:1][O:2][C:3](=[O:29])/[CH:4]=[CH:5]/[C:6]1[CH:7]=[C:8]2[C:25](=[CH:26][CH:27]=1)[O:24][C:11]1([CH2:16][CH2:15][N:14]([C:17](OC(C)(C)C)=O)[CH2:13][CH2:12]1)[CH2:10][C:9]2=[O:28].CC(O)=O.[C:34]1([C:40]2[S:41][CH:42]=[C:43](C=O)[N:44]=2)[CH:39]=[CH:38][CH:37]=[CH:36][CH:35]=1.[BH-](OC(C)=O)(OC(C)=O)OC(C)=O.[Na+]. Product: [CH3:1][O:2][C:3](=[O:29])/[CH:4]=[CH:5]/[C:6]1[CH:7]=[C:8]2[C:25](=[CH:26][CH:27]=1)[O:24][C:11]1([CH2:12][CH2:13][N:14]([CH2:17][C:43]3[N:44]=[C:40]([C:34]4[CH:39]=[CH:38][CH:37]=[CH:36][CH:35]=4)[S:41][CH:42]=3)[CH2:15][CH2:16]1)[CH2:10][C:9]2=[O:28]. The catalyst class is: 2. (5) Reactant: Br[CH2:2][CH2:3][CH2:4][N:5]([CH3:12])[C:6]1[CH:11]=[CH:10][CH:9]=[CH:8][CH:7]=1.C([O-])([O-])=O.[K+].[K+].[C:19]1([CH:26]=[CH:25][C:23]([OH:24])=[CH:22][CH:21]=1)[OH:20]. Product: [CH3:12][N:5]([C:6]1[CH:11]=[CH:10][CH:9]=[CH:8][CH:7]=1)[CH2:4][CH2:3][CH2:2][O:20][C:19]1[CH:26]=[CH:25][C:23]([OH:24])=[CH:22][CH:21]=1. The catalyst class is: 3. (6) Reactant: [CH3:1][C:2]1[N:7]=[C:6]([N:8]2[CH2:12][CH2:11][O:10][C:9]2=[O:13])[CH:5]=[CH:4][C:3]=1[N+:14]([O-])=O. Product: [NH2:14][C:3]1[CH:4]=[CH:5][C:6]([N:8]2[CH2:12][CH2:11][O:10][C:9]2=[O:13])=[N:7][C:2]=1[CH3:1]. The catalyst class is: 45. (7) Reactant: [CH2:1]([CH:3]1[CH2:8][CH2:7][CH2:6][CH2:5][NH:4]1)[CH3:2].Cl[CH2:10][C:11]1[CH:36]=[CH:35][C:14]([C:15]([NH:17][C:18]2[CH:19]=[CH:20][C:21]([O:24][C:25](=[O:34])[N:26]([CH3:33])[C:27]3[CH:32]=[CH:31][CH:30]=[CH:29][CH:28]=3)=[N:22][CH:23]=2)=[O:16])=[CH:13][CH:12]=1.[I-].[Na+].O. The catalyst class is: 9. Product: [CH2:1]([CH:3]1[CH2:8][CH2:7][CH2:6][CH2:5][N:4]1[CH2:10][C:11]1[CH:12]=[CH:13][C:14]([C:15]([NH:17][C:18]2[CH:19]=[CH:20][C:21]([O:24][C:25](=[O:34])[N:26]([CH3:33])[C:27]3[CH:32]=[CH:31][CH:30]=[CH:29][CH:28]=3)=[N:22][CH:23]=2)=[O:16])=[CH:35][CH:36]=1)[CH3:2]. (8) Reactant: [C:1]1([N:7]2[C:11]([NH2:12])=[C:10]3[CH2:13][O:14][CH2:15][C:9]3=[N:8]2)[CH:6]=[CH:5][CH:4]=[CH:3][CH:2]=1.[CH2:16]([O:18][C:19]1[CH:24]=[CH:23][C:22]([N:25]=[C:26]=[O:27])=[CH:21][CH:20]=1)[CH3:17]. Product: [CH2:16]([O:18][C:19]1[CH:24]=[CH:23][C:22]([NH:25][C:26]([NH:12][C:11]2[N:7]([C:1]3[CH:2]=[CH:3][CH:4]=[CH:5][CH:6]=3)[N:8]=[C:9]3[CH2:15][O:14][CH2:13][C:10]=23)=[O:27])=[CH:21][CH:20]=1)[CH3:17]. The catalyst class is: 4.